Dataset: Peptide-MHC class I binding affinity with 185,985 pairs from IEDB/IMGT. Task: Regression. Given a peptide amino acid sequence and an MHC pseudo amino acid sequence, predict their binding affinity value. This is MHC class I binding data. The peptide sequence is YFVPNLKDM. The MHC is HLA-B53:01 with pseudo-sequence HLA-B53:01. The binding affinity (normalized) is 0.213.